This data is from Antibody paratope prediction from SAbDab with 1,023 antibody chains. The task is: Token-level Classification. Given an antibody amino acid sequence, predict which amino acid positions are active in antigen binding. Output is a list of indices for active paratope positions. Given the antibody sequence: QVQLVQSGAEVKKPGASVKVSCKASGYTFTSYYMHWVRQAPGQGLEWMGEISPFGGRTNYNEKFKSRVTMTRDTSTSTVYMELSSLRSEDTAVYYCARERPLYASDLWGQGTTVTVSS, which amino acid positions are active in antigen binding (paratope)? The paratope positions are: [52, 83, 84, 85, 104].